This data is from Catalyst prediction with 721,799 reactions and 888 catalyst types from USPTO. The task is: Predict which catalyst facilitates the given reaction. (1) Reactant: [C:12]([O:11][C:9](O[C:9]([O:11][C:12]([CH3:15])([CH3:14])[CH3:13])=[O:10])=[O:10])([CH3:15])([CH3:14])[CH3:13].[C:16]1([C:29]2[CH:34]=[CH:33][CH:32]=[CH:31][CH:30]=2)[CH:21]=[CH:20][C:19]([CH2:22][C@H:23]2[NH:27][C:26](=[O:28])[CH2:25][CH2:24]2)=[CH:18][CH:17]=1. Product: [C:12]([O:11][C:9]([N:27]1[C@H:23]([CH2:22][C:19]2[CH:20]=[CH:21][C:16]([C:29]3[CH:34]=[CH:33][CH:32]=[CH:31][CH:30]=3)=[CH:17][CH:18]=2)[CH2:24][CH2:25][C:26]1=[O:28])=[O:10])([CH3:13])([CH3:14])[CH3:15]. The catalyst class is: 594. (2) Reactant: [N+:1]([C:4]1[CH:9]=[C:8]([C:10]([F:13])([F:12])[F:11])[CH:7]=[CH:6][C:5]=1[C:14]([F:17])([F:16])[F:15])([O-])=O.O.O.Cl[Sn]Cl. Product: [F:15][C:14]([F:16])([F:17])[C:5]1[CH:6]=[CH:7][C:8]([C:10]([F:12])([F:13])[F:11])=[CH:9][C:4]=1[NH2:1]. The catalyst class is: 240. (3) Reactant: I[C:2]1[C:7]([O:8][C:9]2[C:18]3[C:13](=[CH:14][C:15]([O:21][CH3:22])=[C:16]([O:19][CH3:20])[CH:17]=3)[N:12]=[CH:11][CH:10]=2)=[CH:6][CH:5]=[C:4]([CH3:23])[N:3]=1.[Cl:24][C:25]1[CH:26]=[C:27](B(O)O)[CH:28]=[CH:29][CH:30]=1.C(=O)([O-])O.[Na+]. Product: [Cl:24][C:25]1[CH:30]=[C:29]([C:2]2[C:7]([O:8][C:9]3[C:18]4[C:13](=[CH:14][C:15]([O:21][CH3:22])=[C:16]([O:19][CH3:20])[CH:17]=4)[N:12]=[CH:11][CH:10]=3)=[CH:6][CH:5]=[C:4]([CH3:23])[N:3]=2)[CH:28]=[CH:27][CH:26]=1. The catalyst class is: 11. (4) Reactant: [CH3:1][O:2][C:3](=[O:15])[C:4]([NH2:14])([C:8]1[CH:13]=[CH:12][CH:11]=[CH:10][CH:9]=1)[CH2:5][CH:6]=[CH2:7].[CH3:16][C:17]([O:20][C:21](O[C:21]([O:20][C:17]([CH3:19])([CH3:18])[CH3:16])=[O:22])=[O:22])([CH3:19])[CH3:18]. Product: [CH3:1][O:2][C:3](=[O:15])[C:4]([NH:14][C:21]([O:20][C:17]([CH3:19])([CH3:18])[CH3:16])=[O:22])([C:8]1[CH:13]=[CH:12][CH:11]=[CH:10][CH:9]=1)[CH2:5][CH:6]=[CH2:7]. The catalyst class is: 1. (5) Product: [Br:1][C:2]1[CH:7]=[CH:6][CH:5]=[CH:4][C:3]=1[NH:8][C:9]1[NH:20][C:19]2[C:18]([O:21][CH3:22])=[CH:17][C:14]([C:15]#[N:16])=[CH:13][C:12]=2[N:11]=1. Reactant: [Br:1][C:2]1[CH:7]=[CH:6][CH:5]=[CH:4][C:3]=1[N:8]=[C:9]=S.[NH2:11][C:12]1[CH:13]=[C:14]([CH:17]=[C:18]([O:21][CH3:22])[C:19]=1[NH2:20])[C:15]#[N:16].C(Cl)Cl.Cl.CN(C)CCCN=C=NCC. The catalyst class is: 8. (6) Reactant: Br[C:2]1[CH:7]=[CH:6][CH:5]=[C:4]([CH:8]([F:10])[F:9])[CH:3]=1.C([Li])CCC.CN(C)[CH:18]=[O:19].C([O-])(O)=O.[Na+]. Product: [F:9][CH:8]([F:10])[C:4]1[CH:3]=[C:2]([CH:7]=[CH:6][CH:5]=1)[CH:18]=[O:19]. The catalyst class is: 1. (7) Reactant: FC(F)(F)C(O)=O.C(OC([N:15]1[CH2:20][CH2:19][N:18]([C:21]2[CH:26]=[CH:25][C:24]([Cl:27])=[CH:23][C:22]=2[CH:28]2[CH2:33][C:32](=[O:34])[NH:31][CH:30]([C:35]3[CH:40]=[C:39]([F:41])[CH:38]=[CH:37][C:36]=3[CH3:42])[C:29]32[C:50]2[C:45](=[CH:46][C:47]([Cl:51])=[CH:48][CH:49]=2)[NH:44][C:43]3=[O:52])[CH2:17][CH2:16]1)=O)(C)(C)C. Product: [Cl:51][C:47]1[CH:46]=[C:45]2[NH:44][C:43](=[O:52])[C:29]3([CH:28]([C:22]4[CH:23]=[C:24]([Cl:27])[CH:25]=[CH:26][C:21]=4[N:18]4[CH2:19][CH2:20][NH:15][CH2:16][CH2:17]4)[CH2:33][C:32](=[O:34])[NH:31][CH:30]3[C:35]3[CH:40]=[C:39]([F:41])[CH:38]=[CH:37][C:36]=3[CH3:42])[C:50]2=[CH:49][CH:48]=1. The catalyst class is: 2. (8) Reactant: [F:1][C:2]1[CH:7]=[CH:6][C:5]([C@@H:8]2[CH2:13][CH2:12][NH:11][CH2:10][C@H:9]2[CH2:14][OH:15])=[CH:4][CH:3]=1.[C:16](=[O:19])([O-])[O-:17].[Na+].[Na+]. Product: [C:2]1([O:17][C:16]([N:11]2[CH2:12][CH2:13][C@@H:8]([C:5]3[CH:6]=[CH:7][C:2]([F:1])=[CH:3][CH:4]=3)[C@H:9]([CH2:14][OH:15])[CH2:10]2)=[O:19])[CH:7]=[CH:6][CH:5]=[CH:4][CH:3]=1. The catalyst class is: 4.